Dataset: hERG Central: cardiac toxicity at 1µM, 10µM, and general inhibition. Task: Predict hERG channel inhibition at various concentrations. (1) Results: hERG_inhib (hERG inhibition (general)): blocker. The compound is COc1ccc(S(=O)(=O)N2CCN(C(=O)c3ccc([N+](=O)[O-])o3)CC2)cc1. (2) The molecule is Cc1ccc(CN2CCN(Cc3cn[nH]c3C3CCCCC3)CC2CCO)cc1. Results: hERG_inhib (hERG inhibition (general)): blocker. (3) The molecule is CCc1ccc(CN(C(=O)c2cc3ccccc3oc2=O)C2CCS(=O)(=O)C2)cc1. Results: hERG_inhib (hERG inhibition (general)): blocker. (4) The molecule is OC1(c2ccc(Cl)cc2)CN(c2ccccc2)C2=[N+]1CCS2.[Br-]. Results: hERG_inhib (hERG inhibition (general)): blocker.